From a dataset of Experimentally validated miRNA-target interactions with 360,000+ pairs, plus equal number of negative samples. Binary Classification. Given a miRNA mature sequence and a target amino acid sequence, predict their likelihood of interaction. (1) The miRNA is hsa-miR-491-3p with sequence CUUAUGCAAGAUUCCCUUCUAC. The protein sequence of the target gene is MADEVALALQAAGSPSAAAAMEAASQPADEPLRKRPRRDGPGLGRSPGEPSAAVAPAAAGCEAASAAAPAALWREAAGAAASAEREAPATAVAGDGDNGSGLRREPRAADDFDDDEGEEEDEAAAAAAAAAIGYRDNLLLTDGLLTNGFHSCESDDDDRTSHASSSDWTPRPRIGPYTFVQQHLMIGTDPRTILKDLLPETIPPPELDDMTLWQIVINILSEPPKRKKRKDINTIEDAVKLLQECKKIIVLTGAGVSVSCGIPDFRSRDGIYARLAVDFPDLPDPQAMFDIEYFRKDPRP.... Result: 0 (no interaction). (2) The miRNA is hsa-miR-3650 with sequence AGGUGUGUCUGUAGAGUCC. The protein sequence of the target gene is MASPSLERPEKGAGKSEFRNQKPKPENQDESELLTVPDGWKEPAFSKEDNPRGLLEESSFATLFPKYREAYLKECWPLVQKALNEHHVNATLDLIEGSMTVCTTKKTFDPYIIIRARDLIKLLARSVSFEQAVRILQDDVACDIIKIGSLVRNKERFVKRRQRLIGPKGSTLKALELLTNCYIMVQGNTVSAIGPFSGLKEVRKVVLDTMKNIHPIYNIKSLMIKRELAKDSELRSQSWERFLPQFKHKNVNKRKEPKKKTVKKEYTPFPPPQPESQIDKELASGEYFLKANQKKRQKME.... Result: 1 (interaction). (3) The miRNA is hsa-miR-6516-5p with sequence UUUGCAGUAACAGGUGUGAGCA. The protein sequence of the target gene is MGSENSALKSYTLREPPFTLPSGLAVYPAVLQDGKFASVFVYKRENEDKVNKAAKHLKTLRHPCLLRFLSCTVEADGIHLVTERVQPLEVALETLSSAEVCAGIYDILLALIFLHDRGHLTHNNVCLSSVFVSEDGHWKLGGMETVCKVSQATPEFLRSIQSIRDPASIPPEEMSPEFTTLPECHGHARDAFSFGTLVESLLTILNEQVSADVLSSFQQTLHSTLLNPIPKCRPALCTLLSHDFFRNDFLEVVNFLKSLTLKSEEEKTEFFKFLLDRVSCLSEELIASRLVPLLLNQLVF.... Result: 1 (interaction). (4) The miRNA is hsa-miR-561-5p with sequence AUCAAGGAUCUUAAACUUUGCC. The protein sequence of the target gene is MEPSDAARPGPGRAFRGLSPRLLLLPLLPVLLGRGLRAGAAASSGAAAEDSSAMEELATEKEAEESHRQDSVSLLTFILLLTLTILTIWLFKHRRVRFLHETGLAMIYGLIVGVILRYGTPATSGHDKSLSCTQEDRAFSTLLVNVSGKFFEYTLKGEISPGKINNVEQNDMLRKVTFDPEVFFNILLPPIIFHAGYSLKKRHFFRNLGSILAYAFLGTAVSCFIIGNLMYGVVKLMKIVGQLSDKFYYTDCLFFGAIISATDPVTVLAIFNELHADVDLYALLFGESVLNDAVAIVLSS.... Result: 0 (no interaction). (5) The miRNA is hsa-miR-4733-5p with sequence AAUCCCAAUGCUAGACCCGGUG. The protein sequence of the target gene is MAASELYTKFARVWIPDPEEVWKSAELLKDYKPGDKVLLLHLEEGKDLEYHLDPKTKELPHLRNPDILVGENDLTALSYLHEPAVLHNLRVRFIDSKLIYTYCGIVLVAINPYEQLPIYGEDIINAYSGQNMGDMDPHIFAVAEEAYKQMARDERNQSIIVSGESGAGKTVSAKYAMRYFATVSGSASEANVEEKVLASNPIMESIGNAKTTRNDNSSRFGKYIEIGFDKRYRIIGANMRTYLLEKSRVVFQAEEERNYHIFYQLCASAKLPEFKMLRLGNADNFNYTKQGGSPVIEGVD.... Result: 1 (interaction). (6) The miRNA is hsa-miR-6509-5p with sequence AUUAGGUAGUGGCAGUGGAAC. The protein sequence of the target gene is MALRSVMFSDVSIDFSPEEWEYLDLEQKDLYRDVMLENYSNLVSLGCFISKPDVISSLEQGKEPWKVVRKGRRQYPDLETKYETKKLSLENDIYEINLSQWKIMERIENHGLKGLILKNDWESTGKIEGQERPQEGYFSSVKMPSEKVSSYQKRTSVTPHQRLHFVDKPYECKECGKAFRVRQQLTFHHRIHTGEKPYECKECGMAFRQTAHLTRHQRLHSGEKLYECKECGEAFICGADLRVHQKMHIGEKPYECKECGKAFRVRGQLTLHQRIHTGEKPYVCKECGKAFRQYAHLTRH.... Result: 0 (no interaction). (7) The miRNA is mmu-miR-540-3p with sequence AGGUCAGAGGUCGAUCCUGG. The protein sequence of the target gene is MEPFCPLLLASFSLSLARAGQGNDTTPTESNWTSTTAGPPDPGASQPLLTWLLLPLLLLLFLLAAYFFRFRKQRKAVVSSNDKKMPNGILEEQEQQRVMLLSRSPSGPKKFFPIPVEHLEEEIRVRSADDCKRFREEFNSLPSGHIQGTFELANKEENREKNRYPNILPNDHCRVILSQVDGIPCSDYINASYIDGYKEKNKFIAAQGPKQETVNDFWRMVWEQRSATIVMLTNLKERKEEKCYQYWPDQGCWTYGNIRVCVEDCVVLVDYTIRKFCIHPQLPDSCKAPRLVSQLHFTSW.... Result: 0 (no interaction). (8) The miRNA is mmu-miR-466b-3p with sequence AUACAUACACGCACACAUAAGA. The protein sequence of the target gene is MAVYKEAYPVDILEDDAEGYQAAAEAYYEMLREGAQTSAEVISLSTGEQVRLETSSLCFCTIYRDEPQHKILGLVNPQDTKTVVAVYLKESWWSIEDILRTSDPTREGLMKVQSFGERIVLFVLNVIVFGRLERRLHIDDMFFLPHPAKEQAKILWKDGAAVAFYSVKMKGSLCGDGTGTCYLLPVLDTVFVRRKNRCQGLGTAMLRDFCDTFQGDEALGISCPISPAMYRVLRQFLLTCPGERGRLWEVEPPGAWGQQRVNIWLKVYLQERRLQDGSTVHPKCSEEDTDTPGQASQEDG.... Result: 1 (interaction).